Dataset: Forward reaction prediction with 1.9M reactions from USPTO patents (1976-2016). Task: Predict the product of the given reaction. (1) Given the reactants [NH2:1][C@@H:2]1[CH2:17][N:5]2[CH2:6][CH2:7][N:8]([C:10]([O:12][C:13]([CH3:16])([CH3:15])[CH3:14])=[O:11])[CH2:9][C@@H:4]2[CH2:3]1.C(=O)([O-])[O-].[Na+].[Na+].[F:24][C:25]([F:37])([F:36])[C:26]1[CH:27]=[C:28]([S:32](Cl)(=[O:34])=[O:33])[CH:29]=[CH:30][CH:31]=1, predict the reaction product. The product is: [F:37][C:25]([F:24])([F:36])[C:26]1[CH:27]=[C:28]([S:32]([NH:1][C@@H:2]2[CH2:17][N:5]3[CH2:6][CH2:7][N:8]([C:10]([O:12][C:13]([CH3:14])([CH3:16])[CH3:15])=[O:11])[CH2:9][C@@H:4]3[CH2:3]2)(=[O:33])=[O:34])[CH:29]=[CH:30][CH:31]=1. (2) Given the reactants [F:1][C:2]1[CH:7]=[CH:6][C:5]([C:8]2[CH:9]=[C:10]([CH2:14][NH:15][CH2:16][CH:17]3[CH2:26][CH2:25][C:24]4[C:19](=[CH:20][C:21]([O:27]C)=[CH:22][CH:23]=4)[O:18]3)[CH:11]=[N:12][CH:13]=2)=[CH:4][CH:3]=1.[BrH:29], predict the reaction product. The product is: [BrH:29].[F:1][C:2]1[CH:7]=[CH:6][C:5]([C:8]2[CH:9]=[C:10]([CH2:14][NH:15][CH2:16][CH:17]3[CH2:26][CH2:25][C:24]4[C:19](=[CH:20][C:21]([OH:27])=[CH:22][CH:23]=4)[O:18]3)[CH:11]=[N:12][CH:13]=2)=[CH:4][CH:3]=1. (3) Given the reactants C[O:2][C:3]([C:5]1([CH2:11][S:12](Cl)(=[O:14])=[O:13])[CH2:10][CH2:9][O:8][CH2:7][CH2:6]1)=[O:4].Cl.[Br:17][C:18]1[CH:23]=[CH:22][C:21]([N:24]2[CH2:29][CH2:28][NH:27][CH2:26][CH2:25]2)=[CH:20][CH:19]=1.C(N(CC)CC)C, predict the reaction product. The product is: [Br:17][C:18]1[CH:19]=[CH:20][C:21]([N:24]2[CH2:29][CH2:28][N:27]([S:12]([CH2:11][C:5]3([C:3]([OH:2])=[O:4])[CH2:10][CH2:9][O:8][CH2:7][CH2:6]3)(=[O:14])=[O:13])[CH2:26][CH2:25]2)=[CH:22][CH:23]=1. (4) Given the reactants [Cl:1][C:2]1[N:7]=[C:6]([Cl:8])[C:5]([CH:9]=[O:10])=[C:4]([Cl:11])[N:3]=1.S(Cl)([Cl:15])(=O)=O, predict the reaction product. The product is: [Cl:1][C:2]1[N:3]=[C:4]([Cl:11])[C:5]([C:9]([Cl:15])=[O:10])=[C:6]([Cl:8])[N:7]=1. (5) The product is: [Cl:31][C:28]1[CH:27]=[CH:26][C:25]([CH2:24][O:23][C:18]2[CH:19]=[CH:20][CH:21]=[CH:22][C:17]=2[C:12]2[N:11]([C:9]3[CH:8]=[N:7][CH:6]=[C:5]([CH:10]=3)[C:4]([OH:32])=[O:3])[C:15]([CH3:16])=[CH:14][CH:13]=2)=[CH:30][CH:29]=1. Given the reactants C([O:3][C:4](=[O:32])[C:5]1[CH:10]=[C:9]([N:11]2[C:15]([CH3:16])=[CH:14][CH:13]=[C:12]2[C:17]2[CH:22]=[CH:21][CH:20]=[CH:19][C:18]=2[O:23][CH2:24][C:25]2[CH:30]=[CH:29][C:28]([Cl:31])=[CH:27][CH:26]=2)[CH:8]=[N:7][CH:6]=1)C.C(O)C, predict the reaction product. (6) Given the reactants FC(F)(F)S(OC1C=CC([CH2:13][C@H:14]([N:17]([CH2:29][C:30]2[CH:35]=[CH:34][CH:33]=[CH:32][CH:31]=2)[CH2:18][C@H:19]([OH:28])[CH2:20][O:21][C:22]2[CH:27]=[CH:26][CH:25]=[CH:24][CH:23]=2)[CH2:15][OH:16])=CC=1)(=O)=O.[C:61]1(P([C:61]2[CH:66]=[CH:65][CH:64]=[CH:63][CH:62]=2)CCCP([C:61]2[CH:66]=[CH:65][CH:64]=[CH:63][CH:62]=2)[C:61]2[CH:66]=[CH:65][CH:64]=[CH:63][CH:62]=2)[CH:66]=[CH:65][CH:64]=[CH:63][CH:62]=1.[CH:67]([O:69]CCCC)=[CH2:68].Cl, predict the reaction product. The product is: [CH2:29]([N:17]([C@H:14]([CH2:15][OH:16])[CH2:13][C:64]1[CH:63]=[CH:62][C:61]([C:67](=[O:69])[CH3:68])=[CH:66][CH:65]=1)[CH2:18][C@H:19]([OH:28])[CH2:20][O:21][C:22]1[CH:27]=[CH:26][CH:25]=[CH:24][CH:23]=1)[C:30]1[CH:35]=[CH:34][CH:33]=[CH:32][CH:31]=1. (7) Given the reactants ClC1C=[C:4]([CH2:9][S:10](Cl)(=O)=O)C=C(Cl)C=1.NC1C(OC)=NC(Cl)=CC=1.Cl[C:25]1[CH:26]=[C:27]([CH2:32][S:33]([NH:36][C:37]2[C:38]([O:44]C)=[N:39][C:40]([Cl:43])=[CH:41][CH:42]=2)(=[O:35])=[O:34])[CH:28]=[C:29]([Cl:31])[CH:30]=1.C([S-])C.[Na+], predict the reaction product. The product is: [Cl:43][C:40]1[N:39]=[C:38]([OH:44])[C:37]([NH:36][S:33]([CH2:32][C:27]2[CH:26]=[C:25]([S:10][CH2:9][CH3:4])[CH:30]=[C:29]([Cl:31])[CH:28]=2)(=[O:35])=[O:34])=[CH:42][CH:41]=1.